From a dataset of Choline transporter screen with 302,306 compounds. Binary Classification. Given a drug SMILES string, predict its activity (active/inactive) in a high-throughput screening assay against a specified biological target. The drug is S(=O)(=O)(N(CC(=O)N1CCN(CC1)c1c(F)cccc1)c1ccc(cc1)C)c1c(onc1C)C. The result is 0 (inactive).